This data is from Catalyst prediction with 721,799 reactions and 888 catalyst types from USPTO. The task is: Predict which catalyst facilitates the given reaction. (1) Reactant: [CH3:1][C:2]1[NH:6][N:5]=[C:4]([C:7]2[O:11][N:10]=[C:9]([C:12]3[CH:17]=[CH:16][C:15]([O:18][C:19]([F:22])([F:21])[F:20])=[CH:14][CH:13]=3)[N:8]=2)[N:3]=1.C([O-])([O-])=O.[Cs+].[Cs+].Br[CH2:30][C:31]1[CH:32]=[C:33]([CH:38]=[CH:39][CH:40]=1)[C:34]([O:36][CH3:37])=[O:35]. Product: [CH3:1][C:2]1[N:6]([CH2:30][C:31]2[CH:32]=[C:33]([CH:38]=[CH:39][CH:40]=2)[C:34]([O:36][CH3:37])=[O:35])[N:5]=[C:4]([C:7]2[O:11][N:10]=[C:9]([C:12]3[CH:13]=[CH:14][C:15]([O:18][C:19]([F:22])([F:20])[F:21])=[CH:16][CH:17]=3)[N:8]=2)[N:3]=1. The catalyst class is: 58. (2) Reactant: C([SiH](CC)CC)C.FC(F)(F)C(O)=O.O[CH:16]([C:27]1[C:28]([C:42]2[CH:47]=[CH:46][CH:45]=[CH:44][CH:43]=2)=[N:29][N:30]2[C:35]([Si:36]([CH3:39])([CH3:38])[CH3:37])=[CH:34][C:33]([O:40][CH3:41])=[CH:32][C:31]=12)[C:17]1[N:22]=[C:21]([C:23]([O:25][CH3:26])=[O:24])[CH:20]=[CH:19][CH:18]=1.C(=O)(O)[O-].[Na+]. Product: [CH3:41][O:40][C:33]1[CH:34]=[C:35]([Si:36]([CH3:39])([CH3:38])[CH3:37])[N:30]2[N:29]=[C:28]([C:42]3[CH:47]=[CH:46][CH:45]=[CH:44][CH:43]=3)[C:27]([CH2:16][C:17]3[N:22]=[C:21]([C:23]([O:25][CH3:26])=[O:24])[CH:20]=[CH:19][CH:18]=3)=[C:31]2[CH:32]=1. The catalyst class is: 4. (3) Reactant: N#N.[C:3]([O:7][C:8]([N:10]([CH3:26])[CH2:11][CH:12]([O:18][Si:19]([C:22]([CH3:25])([CH3:24])[CH3:23])([CH3:21])[CH3:20])[CH:13]([CH3:17])[C:14](O)=[O:15])=[O:9])([CH3:6])([CH3:5])[CH3:4].C1CN([P+](O[N:44]2N=N[C:46]3C=CC=[CH:50][C:45]2=3)(N2CCCC2)N2CCCC2)CC1.F[P-](F)(F)(F)(F)F.C(N(C(C)C)CC)(C)C.C(N)(C)C. Product: [Si:19]([O:18][C@H:12]([C@H:13]([CH3:17])[C:14]([NH:44][CH:45]([CH3:50])[CH3:46])=[O:15])[CH2:11][N:10]([CH3:26])[C:8](=[O:9])[O:7][C:3]([CH3:6])([CH3:4])[CH3:5])([C:22]([CH3:24])([CH3:23])[CH3:25])([CH3:21])[CH3:20]. The catalyst class is: 2. (4) Reactant: C([O-])([O-])=O.[K+].[K+].Br[C:8]1[CH:9]=[C:10]([C:35]([NH2:37])=[O:36])[C:11]2[N:12]([CH2:31][CH:32]3[CH2:34][CH2:33]3)[C:13]3[C:18]([C:19]=2[CH:20]=1)=[CH:17][CH:16]=[C:15]([C:21]([N:23]1[CH2:28][C@H:27]([CH3:29])[O:26][C@H:25]([CH3:30])[CH2:24]1)=[O:22])[CH:14]=3.[CH3:38][C:39]1[C:43](B2OC(C)(C)C(C)(C)O2)=[C:42]([CH3:53])[NH:41][N:40]=1.C(Cl)Cl. Product: [CH:32]1([CH2:31][N:12]2[C:11]3[C:10]([C:35]([NH2:37])=[O:36])=[CH:9][C:8]([C:43]4[C:39]([CH3:38])=[N:40][NH:41][C:42]=4[CH3:53])=[CH:20][C:19]=3[C:18]3[C:13]2=[CH:14][C:15]([C:21]([N:23]2[CH2:24][C@H:25]([CH3:30])[O:26][C@H:27]([CH3:29])[CH2:28]2)=[O:22])=[CH:16][CH:17]=3)[CH2:34][CH2:33]1. The catalyst class is: 127. (5) Reactant: [Br:1][C:2]1[CH:7]=[C:6]([Cl:8])[C:5]([S:9](Cl)(=[O:11])=[O:10])=[C:4]([Cl:13])[CH:3]=1.[NH2:14][C:15]1[CH:16]=[N:17][N:18]([CH3:20])[CH:19]=1. Product: [Br:1][C:2]1[CH:7]=[C:6]([Cl:8])[C:5]([S:9]([NH:14][C:15]2[CH:16]=[N:17][N:18]([CH3:20])[CH:19]=2)(=[O:11])=[O:10])=[C:4]([Cl:13])[CH:3]=1. The catalyst class is: 17.